This data is from Catalyst prediction with 721,799 reactions and 888 catalyst types from USPTO. The task is: Predict which catalyst facilitates the given reaction. Reactant: CN(C)C=O.[CH3:6][N:7]([C:22]1[CH:32]=[CH:31][C:25]([C:26]([O:28][CH2:29][CH3:30])=[O:27])=[CH:24][CH:23]=1)[C:8]1[S:9][CH:10]=[C:11]([C:13]2[CH:18]=[CH:17][C:16]([N+:19]([O-])=O)=[CH:15][CH:14]=2)[N:12]=1.S(S([O-])=O)([O-])=O.[Na+].[Na+].C(N(CC)CC)C. Product: [NH2:19][C:16]1[CH:15]=[CH:14][C:13]([C:11]2[N:12]=[C:8]([N:7]([C:22]3[CH:23]=[CH:24][C:25]([C:26]([O:28][CH2:29][CH3:30])=[O:27])=[CH:31][CH:32]=3)[CH3:6])[S:9][CH:10]=2)=[CH:18][CH:17]=1. The catalyst class is: 6.